From a dataset of Forward reaction prediction with 1.9M reactions from USPTO patents (1976-2016). Predict the product of the given reaction. Given the reactants [C:1]1(=[O:11])[O:6][C:4](=[O:5])[C:3]2=[CH:7][CH:8]=[CH:9][CH:10]=[C:2]12.[O:12]1[CH2:16][CH2:15][CH:14]([CH2:17][OH:18])[CH2:13]1, predict the reaction product. The product is: [O:12]1[CH2:16][CH2:15][CH:14]([CH2:17][O:18][C:4]([C:3]2[CH:7]=[CH:8][CH:9]=[CH:10][C:2]=2[C:1]([OH:6])=[O:11])=[O:5])[CH2:13]1.